This data is from Reaction yield outcomes from USPTO patents with 853,638 reactions. The task is: Predict the reaction yield, written as a fraction of the theoretical maximum amount of product (1.0 means a 100% yield; for example, 0.34 means a 34% yield). The reactants are [N+:1]([C:4]1[CH:5]=[N:6][NH:7][CH:8]=1)([O-:3])=[O:2].Br[CH2:10][CH2:11][CH2:12][CH2:13][F:14].C(=O)([O-])[O-].[K+].[K+].C(OCC)(=O)C. The catalyst is CN(C)C=O. The product is [F:14][CH2:13][CH2:12][CH2:11][CH2:10][N:6]1[CH:5]=[C:4]([N+:1]([O-:3])=[O:2])[CH:8]=[N:7]1. The yield is 0.890.